This data is from Forward reaction prediction with 1.9M reactions from USPTO patents (1976-2016). The task is: Predict the product of the given reaction. Given the reactants [CH3:1][C:2]1[S:6][C:5]([C:7]([O:9][CH2:10][C:11]2[CH:16]=[CH:15][CH:14]=[CH:13][CH:12]=2)=[O:8])=[CH:4][CH:3]=1.[Br:17]N1C(=O)CCC1=O, predict the reaction product. The product is: [Br:17][CH2:1][C:2]1[S:6][C:5]([C:7]([O:9][CH2:10][C:11]2[CH:16]=[CH:15][CH:14]=[CH:13][CH:12]=2)=[O:8])=[CH:4][CH:3]=1.